Dataset: Forward reaction prediction with 1.9M reactions from USPTO patents (1976-2016). Task: Predict the product of the given reaction. Given the reactants [Cl:1][C:2]1[C:7]([O:8][C:9]2[N:14]=[C:13]3[S:15][C:16]([NH:18][C:19](=[O:22])[CH2:20]Cl)=[N:17][C:12]3=[CH:11][CH:10]=2)=[CH:6][C:5]([NH:23][C:24](=[O:36])[C:25]2[CH:30]=[CH:29][CH:28]=[C:27]([C:31]([C:34]#[N:35])([CH3:33])[CH3:32])[CH:26]=2)=[C:4]([F:37])[CH:3]=1.C(N(CC)CC)C.[CH3:45][N:46]1[CH2:51][CH2:50][NH:49][CH2:48][CH2:47]1, predict the reaction product. The product is: [Cl:1][C:2]1[C:7]([O:8][C:9]2[N:14]=[C:13]3[S:15][C:16]([NH:18][C:19](=[O:22])[CH2:20][N:49]4[CH2:50][CH2:51][N:46]([CH3:45])[CH2:47][CH2:48]4)=[N:17][C:12]3=[CH:11][CH:10]=2)=[CH:6][C:5]([NH:23][C:24](=[O:36])[C:25]2[CH:30]=[CH:29][CH:28]=[C:27]([C:31]([C:34]#[N:35])([CH3:32])[CH3:33])[CH:26]=2)=[C:4]([F:37])[CH:3]=1.